Dataset: Reaction yield outcomes from USPTO patents with 853,638 reactions. Task: Predict the reaction yield, written as a fraction of the theoretical maximum amount of product (1.0 means a 100% yield; for example, 0.34 means a 34% yield). (1) The reactants are [CH3:1][O:2][C:3]1[CH:4]=[C:5]2[C:10](=[CH:11][C:12]=1[O:13][CH3:14])[N:9]=[CH:8][CH:7]=[C:6]2[O:15][C:16]1[CH:22]=[CH:21][C:19]([NH2:20])=[CH:18][CH:17]=1.C(N(CC)CC)C.ClC(Cl)(O[C:34](=[O:40])OC(Cl)(Cl)Cl)Cl.[F:42][C:43]1[CH:48]=[CH:47][C:46]([C@H:49]([NH2:51])[CH3:50])=[CH:45][CH:44]=1. The yield is 0.600. The product is [CH3:1][O:2][C:3]1[CH:4]=[C:5]2[C:10](=[CH:11][C:12]=1[O:13][CH3:14])[N:9]=[CH:8][CH:7]=[C:6]2[O:15][C:16]1[CH:22]=[CH:21][C:19]([NH:20][C:34]([NH:51][C@@H:49]([C:46]2[CH:47]=[CH:48][C:43]([F:42])=[CH:44][CH:45]=2)[CH3:50])=[O:40])=[CH:18][CH:17]=1. The catalyst is C(Cl)(Cl)Cl. (2) The reactants are [CH:1](N(CC)C(C)C)([CH3:3])[CH3:2].[CH3:10][C:11]1[CH:16]=[CH:15][C:14]([C:17]2([C:20]([OH:22])=O)[CH2:19][CH2:18]2)=[CH:13][CH:12]=1.CN(C([O:30][N:31]1N=NC2C=CC=NC1=2)=[N+](C)C)C.F[P-](F)(F)(F)(F)F.C([O:50][CH2:51][CH3:52])(=O)C.C[N:54](C)C=O. No catalyst specified. The product is [OH:30][NH:31][C:51]([C@H:52]([NH:54][C:20]([C:17]1([C:14]2[CH:13]=[CH:12][C:11]([CH3:10])=[CH:16][CH:15]=2)[CH2:18][CH2:19]1)=[O:22])[CH:1]([CH3:3])[CH3:2])=[O:50]. The yield is 0.520. (3) The reactants are [CH3:1][O:2][C:3]1[CH:28]=[CH:27][C:6]([CH2:7][NH:8][CH:9]([C:21]2[CH:26]=[CH:25][CH:24]=[CH:23][CH:22]=2)[C:10]([O:12][C@@H:13]2[CH:18]3[CH2:19][CH2:20][N:15]([CH2:16][CH2:17]3)[CH2:14]2)=[O:11])=[CH:5][CH:4]=1.Cl[CH2:30][C:31]([C:33]1[S:34][CH:35]=[CH:36][CH:37]=1)=[O:32]. The catalyst is C(OCC)(=O)C. The product is [CH:10]([O-:12])=[O:11].[CH:10]([O-:12])=[O:11].[CH3:1][O:2][C:3]1[CH:4]=[CH:5][C:6]([CH2:7][NH:8][CH:9]([C:21]2[CH:22]=[CH:23][CH:24]=[CH:25][CH:26]=2)[C:10]([O:12][C@@H:13]2[CH:18]3[CH2:17][CH2:16][N+:15]([CH2:30][C:31](=[O:32])[C:33]4[S:34][CH:35]=[CH:36][CH:37]=4)([CH2:20][CH2:19]3)[CH2:14]2)=[O:11])=[CH:27][CH:28]=1.[CH3:1][O:2][C:3]1[CH:4]=[CH:5][C:6]([CH2:7][NH:8][CH:9]([C:21]2[CH:22]=[CH:23][CH:24]=[CH:25][CH:26]=2)[C:10]([O:12][C@@H:13]2[CH:18]3[CH2:17][CH2:16][N+:15]([CH2:30][C:31]([C:33]4[S:34][CH:35]=[CH:36][CH:37]=4)=[O:32])([CH2:20][CH2:19]3)[CH2:14]2)=[O:11])=[CH:27][CH:28]=1. The yield is 0.360. (4) The reactants are [Cl-].[C:2]([NH:5][C:6]1[CH:23]=[CH:22][C:9]([NH:10][C:11]2[C:20]3[C:15](=[CH:16][CH:17]=[C:18](N)[CH:19]=3)[NH+:14]=[CH:13][CH:12]=2)=[CH:8][CH:7]=1)(=[O:4])[CH3:3].C=O.[BH3-][C:27]#[N:28].[Na+].[CH3:30]C([O-])=O.[Na+].Cl.N. The catalyst is CO. The product is [CH3:30][N:28]([CH3:27])[C:18]1[CH:19]=[C:20]2[C:15](=[CH:16][CH:17]=1)[N:14]=[CH:13][CH:12]=[C:11]2[NH:10][C:9]1[CH:22]=[CH:23][C:6]([NH:5][C:2](=[O:4])[CH3:3])=[CH:7][CH:8]=1. The yield is 0.910. (5) The reactants are [C:1]1([CH2:7][CH2:8][CH2:9][CH2:10][CH2:11][C:12]([NH:14][S:15]([C:18]2[CH:23]=[CH:22][CH:21]=[C:20]([C:24]3[CH:33]=[CH:32][C:31]4[CH2:30][CH2:29][CH2:28][C:27](=O)[C:26]=4[CH:25]=3)[N:19]=2)(=[O:17])=[O:16])=[O:13])[CH:6]=[CH:5][CH:4]=[CH:3][CH:2]=1.[S:35]1[C:39]2[CH:40]=[CH:41][CH:42]=[CH:43][C:38]=2[N:37]=[C:36]1[NH:44][NH2:45].O. The catalyst is CCO. The product is [C:1]1([CH2:7][CH2:8][CH2:9][CH2:10][CH2:11][C:12]([NH:14][S:15]([C:18]2[CH:23]=[CH:22][CH:21]=[C:20]([C:24]3[CH:33]=[CH:32][C:31]4[CH2:30][CH2:29][CH2:28][C:27](=[N:45][NH:44][C:36]5[S:35][C:39]6[CH:40]=[CH:41][CH:42]=[CH:43][C:38]=6[N:37]=5)[C:26]=4[CH:25]=3)[N:19]=2)(=[O:17])=[O:16])=[O:13])[CH:2]=[CH:3][CH:4]=[CH:5][CH:6]=1. The yield is 0.650. (6) The reactants are [Cl:1][C:2]1[C:3]([F:23])=[C:4]([NH:8][C:9]2[C:18]3[C:13](=[CH:14][C:15]([O:21][CH3:22])=[C:16]([CH2:19]O)[CH:17]=3)[N:12]=[CH:11][N:10]=2)[CH:5]=[CH:6][CH:7]=1.S(Cl)([Cl:26])=O. No catalyst specified. The product is [Cl:1][C:2]1[C:3]([F:23])=[C:4]([NH:8][C:9]2[C:18]3[C:13](=[CH:14][C:15]([O:21][CH3:22])=[C:16]([CH2:19][Cl:26])[CH:17]=3)[N:12]=[CH:11][N:10]=2)[CH:5]=[CH:6][CH:7]=1. The yield is 1.00. (7) The reactants are [Cl:1][C:2]1[CH:11]=[C:10]2[C:5]([C:6]([C:28]3[CH:29]=[C:30](/[CH:34]=[CH:35]/[C:36]([O:38]CC)=[O:37])[CH:31]=[CH:32][CH:33]=3)=[C:7]([CH2:13][C:14]([NH:16][C:17]3[CH:22]=[CH:21][C:20]([Cl:23])=[CH:19][C:18]=3[C:24]([F:27])([F:26])[F:25])=[O:15])[C:8](=[O:12])[O:9]2)=[CH:4][C:3]=1[CH3:41].[OH-].[Na+].Cl. The catalyst is C(O)C.C1COCC1. The product is [Cl:1][C:2]1[CH:11]=[C:10]2[C:5]([C:6]([C:28]3[CH:29]=[C:30](/[CH:34]=[CH:35]/[C:36]([OH:38])=[O:37])[CH:31]=[CH:32][CH:33]=3)=[C:7]([CH2:13][C:14]([NH:16][C:17]3[CH:22]=[CH:21][C:20]([Cl:23])=[CH:19][C:18]=3[C:24]([F:25])([F:27])[F:26])=[O:15])[C:8](=[O:12])[O:9]2)=[CH:4][C:3]=1[CH3:41]. The yield is 0.700. (8) The reactants are I(C1C=CC=CC=1C(O)=O)(=O)=O.[N:13]1([C:22]2[CH:27]=[CH:26][N:25]=[C:24]([NH:28][C@H:29]3[CH2:34][CH2:33][C@H:32]([CH2:35][OH:36])[CH2:31][CH2:30]3)[N:23]=2)[C:17]2[CH:18]=[CH:19][CH:20]=[CH:21][C:16]=2[N:15]=[N:14]1.O.CCOC(C)=O. The catalyst is CS(C)=O. The product is [N:13]1([C:22]2[CH:27]=[CH:26][N:25]=[C:24]([NH:28][CH:29]3[CH2:30][CH2:31][CH:32]([CH:35]=[O:36])[CH2:33][CH2:34]3)[N:23]=2)[C:17]2[CH:18]=[CH:19][CH:20]=[CH:21][C:16]=2[N:15]=[N:14]1. The yield is 0.700.